Dataset: Reaction yield outcomes from USPTO patents with 853,638 reactions. Task: Predict the reaction yield, written as a fraction of the theoretical maximum amount of product (1.0 means a 100% yield; for example, 0.34 means a 34% yield). (1) The reactants are [O:1]1[C:5]([C:6]2[C:14]3[C:9](=[CH:10][CH:11]=[C:12]([C:15]#[N:16])[CH:13]=3)[NH:8][N:7]=2)=[CH:4][C:3]2[CH:17]=[CH:18][CH:19]=[CH:20][C:2]1=2.C([Sn]([N:34]=[N+:35]=[N-:36])(CCCC)CCCC)CCC.O1CCOCC1.Cl. The catalyst is C1(C)C=CC=CC=1. The product is [N:16]1[NH:34][N:35]=[N:36][C:15]=1[C:12]1[CH:13]=[C:14]2[C:9](=[CH:10][CH:11]=1)[NH:8][N:7]=[C:6]2[C:5]1[O:1][C:2]2[CH:20]=[CH:19][CH:18]=[CH:17][C:3]=2[CH:4]=1. The yield is 0.120. (2) The reactants are F[C:2]1[CH:7]=[CH:6][C:5]([C:8]2[O:9][C:10]([C:13]3[C:14]([C:19]4[CH:24]=[CH:23][CH:22]=[CH:21][CH:20]=4)=[N:15][O:16][C:17]=3[CH3:18])=[N:11][N:12]=2)=[C:4]([O:25][CH3:26])[CH:3]=1.[NH2:27][CH:28]1[CH2:33][CH2:32][O:31][CH2:30][CH2:29]1.C(N(CC)C(C)C)(C)C. No catalyst specified. The product is [CH3:26][O:25][C:4]1[CH:3]=[C:2]([NH:27][CH:28]2[CH2:33][CH2:32][O:31][CH2:30][CH2:29]2)[CH:7]=[CH:6][C:5]=1[C:8]1[O:9][C:10]([C:13]2[C:14]([C:19]3[CH:24]=[CH:23][CH:22]=[CH:21][CH:20]=3)=[N:15][O:16][C:17]=2[CH3:18])=[N:11][N:12]=1. The yield is 0.300. (3) The reactants are [Cl:1][C:2]1[CH:3]=[CH:4][C:5]2[C:11]3[N:12]=[C:13](I)[N:14]=[CH:15][C:10]=3[CH2:9][N:8]=[C:7]([C:17]3[C:22]([F:23])=[CH:21][CH:20]=[CH:19][C:18]=3[F:24])[C:6]=2[CH:25]=1.[NH2:26][C:27]1[O:28][C:29]([C:32]([O:34][CH2:35][CH3:36])=[O:33])=[CH:30][N:31]=1.CC1(C)C2C(=C(P(C3C=CC=CC=3)C3C=CC=CC=3)C=CC=2)OC2C(P(C3C=CC=CC=3)C3C=CC=CC=3)=CC=CC1=2.[O-]P([O-])([O-])=O.[K+].[K+].[K+]. The catalyst is C1C=CC(/C=C/C(/C=C/C2C=CC=CC=2)=O)=CC=1.C1C=CC(/C=C/C(/C=C/C2C=CC=CC=2)=O)=CC=1.C1C=CC(/C=C/C(/C=C/C2C=CC=CC=2)=O)=CC=1.[Pd].[Pd]. The product is [CH2:35]([O:34][C:32]([C:29]1[O:28][C:27]([NH:26][C:13]2[N:14]=[CH:15][C:10]3[CH2:9][N:8]=[C:7]([C:17]4[C:22]([F:23])=[CH:21][CH:20]=[CH:19][C:18]=4[F:24])[C:6]4[CH:25]=[C:2]([Cl:1])[CH:3]=[CH:4][C:5]=4[C:11]=3[N:12]=2)=[N:31][CH:30]=1)=[O:33])[CH3:36]. The yield is 0.480. (4) The reactants are [N+:1]([C:4]1[CH:5]=[N:6][N:7]([C:9]([O:11][C:12]([CH3:15])([CH3:14])[CH3:13])=[O:10])[CH:8]=1)([O-])=O.O. The product is [NH2:1][C:4]1[CH:5]=[N:6][N:7]([C:9]([O:11][C:12]([CH3:15])([CH3:14])[CH3:13])=[O:10])[CH:8]=1. The yield is 0.970. The catalyst is CCO.[Pd]. (5) The reactants are [CH2:1]([NH:8][C:9]([C:11]1[S:15][C:14]([NH:16][C:17]([N:19]([CH2:28][CH:29](OC)[O:30]C)[CH2:20][C:21]2[CH:26]=[CH:25][C:24]([F:27])=[CH:23][CH:22]=2)=[O:18])=[N:13][C:12]=1[CH3:34])=[O:10])[C:2]1[CH:7]=[CH:6][CH:5]=[CH:4][CH:3]=1.O.FC(F)(F)C(O)=O. The catalyst is O1CCCC1. The product is [CH2:1]([NH:8][C:9]([C:11]1[S:15][C:14]([N:16]2[CH:29]([OH:30])[CH2:28][N:19]([CH2:20][C:21]3[CH:26]=[CH:25][C:24]([F:27])=[CH:23][CH:22]=3)[C:17]2=[O:18])=[N:13][C:12]=1[CH3:34])=[O:10])[C:2]1[CH:7]=[CH:6][CH:5]=[CH:4][CH:3]=1. The yield is 0.760. (6) The reactants are [H-].[Na+].[NH:3]1[CH2:7][CH2:6][CH2:5][C:4]1=[O:8].[CH3:9][O:10][C:11]1[C:16]2[N:17]=[C:18]([NH:20][C:21](=[O:30])[C:22]3[CH:27]=[CH:26][C:25]([CH2:28]Cl)=[CH:24][CH:23]=3)[S:19][C:15]=2[C:14]([N:31]2[CH2:36][CH2:35][O:34][CH2:33][CH2:32]2)=[CH:13][CH:12]=1. The catalyst is CN(C)C=O. The product is [CH3:9][O:10][C:11]1[C:16]2[N:17]=[C:18]([NH:20][C:21](=[O:30])[C:22]3[CH:23]=[CH:24][C:25]([CH2:28][N:3]4[CH2:7][CH2:6][CH2:5][C:4]4=[O:8])=[CH:26][CH:27]=3)[S:19][C:15]=2[C:14]([N:31]2[CH2:32][CH2:33][O:34][CH2:35][CH2:36]2)=[CH:13][CH:12]=1. The yield is 0.860.